From a dataset of Full USPTO retrosynthesis dataset with 1.9M reactions from patents (1976-2016). Predict the reactants needed to synthesize the given product. Given the product [ClH:41].[F:1][C:2]1[CH:3]=[C:4]([C:9]2[S:17][C:16]3[C:15](=[O:18])[N:14]([CH:19]4[CH2:20][CH2:21][NH:22][CH2:23][CH2:24]4)[C:13](=[O:32])[N:12]([CH2:33][C:34]4[O:38][N:37]=[C:36]([CH2:39][CH3:40])[N:35]=4)[C:11]=3[CH:10]=2)[CH:5]=[CH:6][C:7]=1[F:8], predict the reactants needed to synthesize it. The reactants are: [F:1][C:2]1[CH:3]=[C:4]([C:9]2[S:17][C:16]3[C:15](=[O:18])[N:14]([CH:19]4[CH2:24][CH2:23][N:22](C(OC(C)(C)C)=O)[CH2:21][CH2:20]4)[C:13](=[O:32])[N:12]([CH2:33][C:34]4[O:38][N:37]=[C:36]([CH2:39][CH3:40])[N:35]=4)[C:11]=3[CH:10]=2)[CH:5]=[CH:6][C:7]=1[F:8].[ClH:41].